Predict the reaction yield, written as a fraction of the theoretical maximum amount of product (1.0 means a 100% yield; for example, 0.34 means a 34% yield). From a dataset of Reaction yield outcomes from USPTO patents with 853,638 reactions. (1) The reactants are Cl[C:2]1[N:3]=[C:4]([N:12]2[CH2:17][CH2:16][O:15][CH2:14][C@@H:13]2[CH3:18])[C:5]2[CH2:10][N:9]([CH3:11])[CH2:8][C:6]=2[N:7]=1.[CH2:19]([NH:21][C:22]([NH:24][C:25]1[CH:30]=[CH:29][C:28](B2OC(C)(C)C(C)(C)O2)=[C:27]([F:40])[CH:26]=1)=[O:23])[CH3:20]. The product is [CH2:19]([NH:21][C:22]([NH:24][C:25]1[CH:30]=[CH:29][C:28]([C:2]2[N:3]=[C:4]([N:12]3[CH2:17][CH2:16][O:15][CH2:14][C@@H:13]3[CH3:18])[C:5]3[CH2:10][N:9]([CH3:11])[CH2:8][C:6]=3[N:7]=2)=[C:27]([F:40])[CH:26]=1)=[O:23])[CH3:20]. No catalyst specified. The yield is 0.0400. (2) The reactants are Br[C:2]1[CH:11]=[CH:10][C:5]2[NH:6][C:7](=[O:9])[O:8][C:4]=2[CH:3]=1.[Cu][C:13]#[N:14].[C-]#N.[Na+]. The catalyst is CN(C=O)C.O. The product is [O:9]=[C:7]1[NH:6][C:5]2[CH:10]=[CH:11][C:2]([C:13]#[N:14])=[CH:3][C:4]=2[O:8]1. The yield is 0.930. (3) The reactants are [NH2:1][CH2:2][CH2:3]O.C(N(CC)CC)C.[F:12][C:13]([F:26])([F:25])[S:14](O[S:14]([C:13]([F:26])([F:25])[F:12])(=[O:16])=[O:15])(=[O:16])=[O:15].[NH:27]1[CH2:32][CH2:31][CH:30]([CH2:33][NH:34][C:35](=[O:41])[O:36][C:37]([CH3:40])([CH3:39])[CH3:38])[CH2:29][CH2:28]1. The catalyst is C(Cl)Cl. The product is [C:37]([O:36][C:35](=[O:41])[NH:34][CH2:33][CH:30]1[CH2:31][CH2:32][N:27]([CH2:3][CH2:2][NH:1][S:14]([C:13]([F:26])([F:25])[F:12])(=[O:16])=[O:15])[CH2:28][CH2:29]1)([CH3:38])([CH3:40])[CH3:39]. The yield is 0.260. (4) The reactants are [NH2:1][C:2]1[C:3]([O:16]C)=[C:4]([C:8]2[CH:9]=[C:10]([C:13]([OH:15])=[O:14])[NH:11][CH:12]=2)[CH:5]=[CH:6][CH:7]=1.B(Br)(Br)Br. The catalyst is ClCCl. The product is [NH2:1][C:2]1[C:3]([OH:16])=[C:4]([C:8]2[CH:9]=[C:10]([C:13]([OH:15])=[O:14])[NH:11][CH:12]=2)[CH:5]=[CH:6][CH:7]=1. The yield is 0.990. (5) The reactants are P(Cl)(Cl)(Cl)=O.[Br:6][C:7]1[CH:15]=[CH:14][CH:13]=[C:12]2[C:8]=1[CH:9]=[C:10]([C:16]([NH2:18])=O)[NH:11]2.C([O-])([O-])=O.[Na+].[Na+]. The catalyst is C1(C)C=CC=CC=1. The product is [Br:6][C:7]1[CH:15]=[CH:14][CH:13]=[C:12]2[C:8]=1[CH:9]=[C:10]([C:16]#[N:18])[NH:11]2. The yield is 0.820. (6) The reactants are [Br:1][C:2]1[CH:7]=[CH:6][C:5]([C:8]2(O)[C:16]3[C:11](=[CH:12][CH:13]=[CH:14][CH:15]=3)[N:10]([CH:17]([C:24]3[CH:29]=[CH:28][CH:27]=[CH:26][CH:25]=3)[C:18]3[CH:23]=[CH:22][CH:21]=[CH:20][CH:19]=3)[C:9]2=[O:30])=[C:4]([OH:32])[CH:3]=1.FC(F)(F)C(O)=O. The catalyst is C([SiH](CC)CC)C. The product is [Br:1][C:2]1[CH:7]=[CH:6][C:5]([CH:8]2[C:16]3[C:11](=[CH:12][CH:13]=[CH:14][CH:15]=3)[N:10]([CH:17]([C:24]3[CH:25]=[CH:26][CH:27]=[CH:28][CH:29]=3)[C:18]3[CH:23]=[CH:22][CH:21]=[CH:20][CH:19]=3)[C:9]2=[O:30])=[C:4]([OH:32])[CH:3]=1. The yield is 0.790. (7) The reactants are [F:1][C:2]1[C:7]([CH3:8])=[CH:6][CH:5]=[CH:4][C:3]=1[NH:9][C:10](=[O:17])[CH2:11][CH:12](OC)OC. The catalyst is OS(O)(=O)=O. The product is [F:1][C:2]1[C:7]([CH3:8])=[CH:6][CH:5]=[C:4]2[C:3]=1[NH:9][C:10](=[O:17])[CH:11]=[CH:12]2. The yield is 0.840. (8) The reactants are CC(C[AlH]CC(C)C)C.[C:10]([C:12]1[CH:13]=[C:14]([S:18]([N:21]([CH3:23])[CH3:22])(=[O:20])=[O:19])[CH:15]=[CH:16][CH:17]=1)#N.C[OH:25].Cl. The catalyst is ClCCl.C(OCC)C. The product is [CH:10]([C:12]1[CH:13]=[C:14]([S:18]([N:21]([CH3:23])[CH3:22])(=[O:20])=[O:19])[CH:15]=[CH:16][CH:17]=1)=[O:25]. The yield is 0.720. (9) The reactants are Cl[C:2]1[C:7](CCC(O)=O)=[CH:6][CH:5]=[CH:4][N:3]=1.[C:13]1(B(O)O)[CH:18]=[CH:17][CH:16]=[CH:15][CH:14]=1.C([O-])([O-])=O.[K+].[K+]. The catalyst is O1CCOCC1.O.C1C=CC([P]([Pd]([P](C2C=CC=CC=2)(C2C=CC=CC=2)C2C=CC=CC=2)([P](C2C=CC=CC=2)(C2C=CC=CC=2)C2C=CC=CC=2)[P](C2C=CC=CC=2)(C2C=CC=CC=2)C2C=CC=CC=2)(C2C=CC=CC=2)C2C=CC=CC=2)=CC=1. The product is [C:13]1([C:2]2[CH:7]=[CH:6][CH:5]=[CH:4][N:3]=2)[CH:18]=[CH:17][CH:16]=[CH:15][CH:14]=1. The yield is 0.910. (10) The reactants are [Cl-].[N+]([C:5]1[CH:10]=C([N+]([O-])=O)C=C[C:6]=1[N+:14]1[CH:19]=[CH:18][C:17]([C:20]2[CH:25]=[CH:24][C:23]([N+:26]([O-:28])=[O:27])=[C:22]([O:29][CH2:30][CH3:31])[CH:21]=2)=[CH:16][CH:15]=1)([O-])=O.C(N)CC.C[OH:37]. The catalyst is CC(C)=O. The product is [C:30]([O-:37])(=[O:29])[CH3:31].[CH2:30]([O:29][C:22]1[CH:21]=[C:20]([C:17]2[CH:16]=[CH:15][N+:14]([CH2:6][CH2:5][CH3:10])=[CH:19][CH:18]=2)[CH:25]=[CH:24][C:23]=1[N+:26]([O-:28])=[O:27])[CH3:31]. The yield is 0.940.